Dataset: Catalyst prediction with 721,799 reactions and 888 catalyst types from USPTO. Task: Predict which catalyst facilitates the given reaction. (1) Reactant: [NH:1]1[C:5]2[CH:6]=[CH:7][CH:8]=[CH:9][C:4]=2[N:3]=[C:2]1[SH:10].CC(C)=O.C(=O)([O-])[O-].[K+].[K+].Br[CH2:22][C:23]1[CH:32]=[CH:31][C:26]([C:27]([O:29][CH3:30])=[O:28])=[CH:25][CH:24]=1. Product: [NH:1]1[C:5]2[CH:6]=[CH:7][CH:8]=[CH:9][C:4]=2[N:3]=[C:2]1[S:10][CH2:22][C:23]1[CH:32]=[CH:31][C:26]([C:27]([O:29][CH3:30])=[O:28])=[CH:25][CH:24]=1. The catalyst class is: 6. (2) Reactant: [Br:1][C:2]1[CH:12]=[CH:11][C:5]2[NH:6][S:7](=[O:10])(=[O:9])[CH2:8][C:4]=2[CH:3]=1.C(=O)([O-])[O-].[K+].[K+].[CH:19]1[CH:24]=[CH:23][C:22]([CH2:25]Br)=[CH:21][CH:20]=1. Product: [CH2:25]([N:6]1[C:5]2[CH:11]=[CH:12][C:2]([Br:1])=[CH:3][C:4]=2[CH2:8][S:7]1(=[O:10])=[O:9])[C:22]1[CH:23]=[CH:24][CH:19]=[CH:20][CH:21]=1. The catalyst class is: 35. (3) Reactant: CN1CCOCC1.C1(C2C=CC=CC=2)C=CC(S([N:17]2[CH2:21][CH2:20][S:19][CH:18]2[C:22](O)=[O:23])(=O)=O)=CC=1.ClC(OCC(C)C)=O.[NH2:39][C@H:40]([C:44]1[CH:49]=[CH:48][CH:47]=[CH:46][CH:45]=1)[CH2:41][CH2:42][OH:43]. Product: [OH:43][CH2:42][CH2:41][C@H:40]([NH:39][C:22]([CH:18]1[NH:17][CH2:21][CH2:20][S:19]1)=[O:23])[C:44]1[CH:49]=[CH:48][CH:47]=[CH:46][CH:45]=1. The catalyst class is: 1. (4) Reactant: [CH2:1]([O:8][C:9]1[CH:14]=[CH:13][C:12]([O:15][C:16](=[O:18])[CH3:17])=[CH:11][CH:10]=1)[C:2]1[CH:7]=[CH:6][CH:5]=[CH:4][CH:3]=1.[N+:19]([O-])([OH:21])=[O:20]. Product: [CH2:1]([O:8][C:9]1[CH:14]=[CH:13][C:12]([O:15][C:16](=[O:18])[CH3:17])=[CH:11][C:10]=1[N+:19]([O-:21])=[O:20])[C:2]1[CH:3]=[CH:4][CH:5]=[CH:6][CH:7]=1. The catalyst class is: 2. (5) Reactant: C[O:2][C:3]1[CH:8]=[CH:7][C:6]([CH:9]2[C:14]([CH3:16])([CH3:15])[CH2:13][CH2:12][N:11]3[CH:17]=[N:18][CH:19]=[C:10]23)=[CH:5][CH:4]=1.B(Br)(Br)Br.C(=O)([O-])O.[Na+]. Product: [CH3:15][C:14]1([CH3:16])[CH2:13][CH2:12][N:11]2[CH:17]=[N:18][CH:19]=[C:10]2[CH:9]1[C:6]1[CH:7]=[CH:8][C:3]([OH:2])=[CH:4][CH:5]=1. The catalyst class is: 4. (6) Reactant: [CH2:1]([O:3][C:4]1[CH:13]=[C:12]2[C:7]([CH:8]=[CH:9][CH:10]=[C:11]2[NH2:14])=[CH:6][CH:5]=1)[CH3:2].[Li].CO.N. Product: [CH2:1]([O:3][C:4]1[CH2:13][C:12]2[C:11]([NH2:14])=[CH:10][CH:9]=[CH:8][C:7]=2[CH2:6][CH:5]=1)[CH3:2]. The catalyst class is: 30. (7) Reactant: Cl[C:2]1[CH:7]=[CH:6][CH:5]=[CH:4][N:3]=1.[O:8]=[S:9]1(=[O:26])[CH2:14][CH2:13][N:12]2[CH:15]=[CH:16][CH:17]=[C:18]([C:19]3[CH:24]=[CH:23][C:22]([OH:25])=[CH:21][CH:20]=3)[C:11]2=[N:10]1.C(=O)([O-])[O-].[K+].[K+]. Product: [N:3]1[CH:4]=[CH:5][CH:6]=[CH:7][C:2]=1[O:25][C:22]1[CH:21]=[CH:20][C:19]([C:18]2[C:11]3=[N:10][S:9](=[O:26])(=[O:8])[CH2:14][CH2:13][N:12]3[CH:15]=[CH:16][CH:17]=2)=[CH:24][CH:23]=1. The catalyst class is: 16. (8) Reactant: [NH2:1][C:2]([CH3:38])([CH3:37])[C:3]([NH:5][C@H:6]([CH2:33][CH:34]([CH3:36])[CH3:35])[C:7]([NH:9][CH:10]1[CH2:19][C:18]2[C:13](=[C:14]([N:20]3[CH2:24][CH2:23][CH2:22][C:21]3=[O:25])[CH:15]=[CH:16][CH:17]=2)[N:12]([CH2:26][C:27]2[CH:31]=[CH:30][S:29][CH:28]=2)[C:11]1=[O:32])=[O:8])=[O:4].[C:39]([OH:49])(=[O:48])[C@@H:40]([C:42]1[CH:47]=[CH:46][CH:45]=[CH:44][CH:43]=1)[OH:41]. Product: [C:39]([OH:49])(=[O:48])[C@@H:40]([C:42]1[CH:47]=[CH:46][CH:45]=[CH:44][CH:43]=1)[OH:41].[NH2:1][C:2]([CH3:37])([CH3:38])[C:3]([NH:5][C@H:6]([CH2:33][CH:34]([CH3:35])[CH3:36])[C:7]([NH:9][CH:10]1[CH2:19][C:18]2[C:13](=[C:14]([N:20]3[CH2:24][CH2:23][CH2:22][C:21]3=[O:25])[CH:15]=[CH:16][CH:17]=2)[N:12]([CH2:26][C:27]2[CH:31]=[CH:30][S:29][CH:28]=2)[C:11]1=[O:32])=[O:8])=[O:4]. The catalyst class is: 13. (9) Reactant: [NH2:1][C:2]1[CH:10]=[C:9]2[C:5]([CH2:6][C:7](=[O:11])[NH:8]2)=[CH:4][C:3]=1[F:12].[F:13][C:14]1[CH:21]=[CH:20][C:17]([CH:18]=O)=[CH:16][CH:15]=1.[BH4-].[Na+]. Product: [F:12][C:3]1[CH:4]=[C:5]2[C:9](=[CH:10][C:2]=1[NH:1][CH2:18][C:17]1[CH:20]=[CH:21][C:14]([F:13])=[CH:15][CH:16]=1)[NH:8][C:7](=[O:11])[CH2:6]2. The catalyst class is: 8.